From a dataset of Reaction yield outcomes from USPTO patents with 853,638 reactions. Predict the reaction yield, written as a fraction of the theoretical maximum amount of product (1.0 means a 100% yield; for example, 0.34 means a 34% yield). (1) The reactants are [OH:1][NH:2][C:3]([C:5]1[C:10]([CH3:11])=[CH:9][CH:8]=[CH:7][N:6]=1)=[NH:4].[CH3:12][O:13][C:14]1[CH:15]=[C:16]([OH:23])[C:17](=[CH:21][CH:22]=1)[C:18](O)=O. No catalyst specified. The product is [CH3:12][O:13][C:14]1[CH:22]=[CH:21][C:17]([C:18]2[O:1][N:2]=[C:3]([C:5]3[C:10]([CH3:11])=[CH:9][CH:8]=[CH:7][N:6]=3)[N:4]=2)=[C:16]([OH:23])[CH:15]=1. The yield is 0.390. (2) The reactants are [H-].[Na+].[O:3]=[C:4]1[CH2:12][C:11]2[C:6](=[CH:7][CH:8]=[C:9]([C:13]([O:15][CH3:16])=[O:14])[CH:10]=2)[NH:5]1.Cl[C:18]1[C:27]2[C:22](=[CH:23][C:24]([O:28][CH2:29][CH2:30][O:31][CH3:32])=[CH:25][CH:26]=2)[N:21]=[CH:20][N:19]=1. The catalyst is O1CCCC1.CN1CCCC1=O. The product is [OH:3][C:4]1[NH:5][C:6]2[C:11]([C:12]=1[C:18]1[C:27]3[C:22](=[CH:23][C:24]([O:28][CH2:29][CH2:30][O:31][CH3:32])=[CH:25][CH:26]=3)[N:21]=[CH:20][N:19]=1)=[CH:10][C:9]([C:13]([O:15][CH3:16])=[O:14])=[CH:8][CH:7]=2. The yield is 0.990. (3) The reactants are [CH3:1][NH:2][C:3]([C:5]1[N:6]([CH3:14])[C:7]2[C:12]([CH:13]=1)=[CH:11][CH:10]=[CH:9][CH:8]=2)=O.[H-].[H-].[H-].[H-].[Li+].[Al+3]. The catalyst is C1COCC1. The product is [CH3:14][N:6]1[C:7]2[C:12](=[CH:11][CH:10]=[CH:9][CH:8]=2)[CH:13]=[C:5]1[CH2:3][NH:2][CH3:1]. The yield is 0.930.